Task: Predict the product of the given reaction.. Dataset: Forward reaction prediction with 1.9M reactions from USPTO patents (1976-2016) (1) Given the reactants C(C[C:5]1[CH:6]=[C:7]([C:11]2[C:12]([Cl:25])=[C:13]3[C:18](=[C:19](C)[CH:20]=2)[NH:17][C:16]([CH3:23])([CH3:22])[CH:15]=[C:14]3[CH3:24])[CH:8]=[CH:9][CH:10]=1)(O)=O.Cl.C[O:28][CH2:29][NH2:30].[CH:31]([Mg]Cl)(C)C.C1C[O:39][CH2:38]C1, predict the reaction product. The product is: [CH3:38][O:39][N:30]([CH3:31])[C:29]([C:9]1[CH:8]=[C:7]([C:11]2[C:12]([Cl:25])=[C:13]3[C:18](=[CH:19][CH:20]=2)[NH:17][C:16]([CH3:22])([CH3:23])[CH:15]=[C:14]3[CH3:24])[CH:6]=[CH:5][CH:10]=1)=[O:28]. (2) Given the reactants [CH3:1][O:2][C:3]1[N:8]2[CH:9]=[CH:10][N:11]=[C:7]2[CH:6]=[C:5]([C:12]2[CH:17]=[CH:16][CH:15]=[CH:14][CH:13]=2)[CH:4]=1.[I:18]N1C(=O)CCC1=O, predict the reaction product. The product is: [I:18][C:9]1[N:8]2[C:3]([O:2][CH3:1])=[CH:4][C:5]([C:12]3[CH:13]=[CH:14][CH:15]=[CH:16][CH:17]=3)=[CH:6][C:7]2=[N:11][CH:10]=1.